This data is from TCR-epitope binding with 47,182 pairs between 192 epitopes and 23,139 TCRs. The task is: Binary Classification. Given a T-cell receptor sequence (or CDR3 region) and an epitope sequence, predict whether binding occurs between them. The epitope is LPAADLDDF. The TCR CDR3 sequence is CASSLQTGQETQYF. Result: 0 (the TCR does not bind to the epitope).